From a dataset of Forward reaction prediction with 1.9M reactions from USPTO patents (1976-2016). Predict the product of the given reaction. (1) Given the reactants [CH3:1][C:2]([O:5][C:6]([N:8]1[CH2:14][C:13]2[CH:15]=[C:16](B(O)O)[CH:17]=[CH:18][C:12]=2[O:11][CH2:10][CH2:9]1)=[O:7])([CH3:4])[CH3:3].Br[C:23]1[CH:24]=[C:25]([NH:30][S:31]([CH3:34])(=[O:33])=[O:32])[C:26]([Cl:29])=[N:27][CH:28]=1.C(=O)([O-])[O-].[K+].[K+], predict the reaction product. The product is: [Cl:29][C:26]1[N:27]=[CH:28][C:23]([C:16]2[CH:17]=[CH:18][C:12]3[O:11][CH2:10][CH2:9][N:8]([C:6]([O:5][C:2]([CH3:4])([CH3:3])[CH3:1])=[O:7])[CH2:14][C:13]=3[CH:15]=2)=[CH:24][C:25]=1[NH:30][S:31]([CH3:34])(=[O:33])=[O:32]. (2) Given the reactants [NH2:1][C:2]1[CH:20]=[C:19]([Cl:21])[C:5]([CH2:6][CH:7]2[CH2:11][CH2:10][N:9]([CH:12]3[CH2:17][CH2:16][CH2:15][CH2:14][CH2:13]3)[C:8]2=[O:18])=[C:4]([Cl:22])[CH:3]=1.[C:23]1([S:29](Cl)(=[O:31])=[O:30])[CH:28]=[CH:27][CH:26]=[CH:25][CH:24]=1, predict the reaction product. The product is: [Cl:22][C:4]1[CH:3]=[C:2]([NH:1][S:29]([C:23]2[CH:28]=[CH:27][CH:26]=[CH:25][CH:24]=2)(=[O:31])=[O:30])[CH:20]=[C:19]([Cl:21])[C:5]=1[CH2:6][CH:7]1[CH2:11][CH2:10][N:9]([CH:12]2[CH2:13][CH2:14][CH2:15][CH2:16][CH2:17]2)[C:8]1=[O:18]. (3) Given the reactants [NH2:1][C@H:2]([CH2:25][OH:26])[CH2:3][CH2:4][C:5]1[CH:10]=[CH:9][C:8]([NH:11][S:12]([C:15]2[C:16]3[CH:17]=[CH:18][N:19]=[CH:20][C:21]=3[CH:22]=[CH:23][CH:24]=2)(=[O:14])=[O:13])=[CH:7][CH:6]=1.C([O-])(=O)C.[Na+].[N:32]#[C:33]Br.N, predict the reaction product. The product is: [NH2:32][C:33]1[O:26][CH2:25][C@H:2]([CH2:3][CH2:4][C:5]2[CH:10]=[CH:9][C:8]([NH:11][S:12]([C:15]3[C:16]4[CH:17]=[CH:18][N:19]=[CH:20][C:21]=4[CH:22]=[CH:23][CH:24]=3)(=[O:14])=[O:13])=[CH:7][CH:6]=2)[N:1]=1.